The task is: Predict which catalyst facilitates the given reaction.. This data is from Catalyst prediction with 721,799 reactions and 888 catalyst types from USPTO. (1) The catalyst class is: 12. Reactant: [N:1]1[N:2]([C:10]2[CH:15]=[C:14]([CH3:16])[CH:13]=[C:12]([CH2:17]Cl)[C:11]=2[OH:19])[N:3]=[C:4]2[CH:9]=[CH:8][CH:7]=[CH:6][C:5]=12.[CH3:20][CH:21]([CH2:25][C:26]([CH3:29])([CH3:28])[CH3:27])[CH2:22][CH2:23][OH:24].[H-].[Na+]. Product: [N:1]1[N:2]([C:10]2[CH:15]=[C:14]([CH3:16])[CH:13]=[C:12]([CH2:17][O:24][CH2:23][CH2:22][CH:21]([CH3:20])[CH2:25][C:26]([CH3:29])([CH3:28])[CH3:27])[C:11]=2[OH:19])[N:3]=[C:4]2[CH:9]=[CH:8][CH:7]=[CH:6][C:5]=12. (2) Reactant: [N:1]1[CH:6]=[CH:5][C:4]([N:7]2[CH2:12][CH2:11][CH:10]([C:13]([OH:15])=O)[CH2:9][CH2:8]2)=[CH:3][CH:2]=1.S(Cl)([Cl:18])=O.C(N(CC)CC)C.Cl.[Cl:28][C:29]1[CH:30]=[C:31]2[C:35](=[CH:36][CH:37]=1)[NH:34][C:33]([C:38]([NH:40][C@@H:41]1[CH2:46][CH2:45][CH2:44][CH2:43][C@@H:42]1[NH2:47])=[O:39])=[CH:32]2. Product: [ClH:18].[Cl:28][C:29]1[CH:30]=[C:31]2[C:35](=[CH:36][CH:37]=1)[NH:34][C:33]([C:38]([NH:40][C@@H:41]1[CH2:46][CH2:45][CH2:44][CH2:43][C@@H:42]1[NH:47][C:13]([CH:10]1[CH2:9][CH2:8][N:7]([C:4]3[CH:3]=[CH:2][N:1]=[CH:6][CH:5]=3)[CH2:12][CH2:11]1)=[O:15])=[O:39])=[CH:32]2. The catalyst class is: 4. (3) Reactant: Br[C:2]1[C:7]([Cl:8])=[CH:6][C:5]([Br:9])=[CH:4][N:3]=1.[CH3:10][C@@H:11]1[CH2:16][NH:15][CH2:14][CH2:13][NH:12]1. The catalyst class is: 44. Product: [Br:9][C:5]1[CH:6]=[C:7]([Cl:8])[C:2]([N:15]2[CH2:14][CH2:13][NH:12][C@H:11]([CH3:10])[CH2:16]2)=[N:3][CH:4]=1. (4) Reactant: [NH2:1][C:2]1[CH:7]=[CH:6][CH:5]=[CH:4][C:3]=1[C:8](=[O:24])[CH2:9][CH2:10][CH:11]1[CH2:16][CH2:15][N:14]([C:17]([O:19][C:20]([CH3:23])([CH3:22])[CH3:21])=[O:18])[CH2:13][CH2:12]1.O=[CH:26][CH2:27][CH2:28][NH:29][C:30](=[O:39])[O:31][CH2:32][C:33]1[CH:38]=[CH:37][CH:36]=[CH:35][CH:34]=1.C(O[BH-](OC(=O)C)OC(=O)C)(=O)C.[Na+]. Product: [CH2:32]([O:31][C:30]([NH:29][CH2:28][CH2:27][CH2:26][NH:1][C:2]1[CH:7]=[CH:6][CH:5]=[CH:4][C:3]=1[C:8](=[O:24])[CH2:9][CH2:10][CH:11]1[CH2:12][CH2:13][N:14]([C:17]([O:19][C:20]([CH3:21])([CH3:23])[CH3:22])=[O:18])[CH2:15][CH2:16]1)=[O:39])[C:33]1[CH:38]=[CH:37][CH:36]=[CH:35][CH:34]=1. The catalyst class is: 756. (5) Reactant: [OH:1][CH2:2][C:3]1[C:8]([C:9]2[O:10][C:11]3[CH:17]=[CH:16][C:15]([CH2:18][C:19](O)=[O:20])=[CH:14][C:12]=3[CH:13]=2)=[CH:7][CH:6]=[CH:5][N:4]=1.C1C=CC2N(O)N=NC=2C=1.C(Cl)CCl.CCN(C(C)C)C(C)C.Cl.[Cl:46][C:47]1[CH:52]=[CH:51][C:50]([CH:53]([C:55]2[CH:60]=[CH:59][CH:58]=[CH:57][CH:56]=2)[NH2:54])=[C:49]([CH3:61])[CH:48]=1. Product: [Cl:46][C:47]1[CH:52]=[CH:51][C:50]([CH:53]([C:55]2[CH:56]=[CH:57][CH:58]=[CH:59][CH:60]=2)[NH:54][C:19](=[O:20])[CH2:18][C:15]2[CH:16]=[CH:17][C:11]3[O:10][C:9]([C:8]4[C:3]([CH2:2][OH:1])=[N:4][CH:5]=[CH:6][CH:7]=4)=[CH:13][C:12]=3[CH:14]=2)=[C:49]([CH3:61])[CH:48]=1. The catalyst class is: 3. (6) Reactant: [Cl:1][C:2]1[CH:3]=[C:4]([C:9]2[S:10][CH:11]=[C:12]([C:15]([CH3:17])=O)[C:13]=2[OH:14])[CH:5]=[CH:6][C:7]=1[Cl:8].[N:18]1([NH:24][C:25]([C:27]2[S:28][C:29]([C:32]([NH:34][NH2:35])=[O:33])=[CH:30][CH:31]=2)=[O:26])[CH2:23][CH2:22][CH2:21][CH2:20][CH2:19]1.O. Product: [N:18]1([NH:24][C:25]([C:27]2[S:28][C:29]([C:32]([NH:34][N:35]=[C:15]([C:12]3[C:13]([OH:14])=[C:9]([C:4]4[CH:5]=[CH:6][C:7]([Cl:8])=[C:2]([Cl:1])[CH:3]=4)[S:10][CH:11]=3)[CH3:17])=[O:33])=[CH:30][CH:31]=2)=[O:26])[CH2:23][CH2:22][CH2:21][CH2:20][CH2:19]1. The catalyst class is: 16. (7) Reactant: C1(C)C=CC(S(O)(=O)=O)=CC=1.[CH:12]1([C:15]2[C:19]([O:20][C:21]3[CH:28]=[C:27]([CH3:29])[C:24]([C:25]#[N:26])=[C:23]([CH3:30])[CH:22]=3)=[CH:18][NH:17][N:16]=2)[CH2:14][CH2:13]1.[O:31]1[CH:36]=[CH:35][CH2:34][CH2:33][CH2:32]1. Product: [CH:12]1([C:15]2[C:19]([O:20][C:21]3[CH:28]=[C:27]([CH3:29])[C:24]([C:25]#[N:26])=[C:23]([CH3:30])[CH:22]=3)=[CH:18][N:17]([CH:32]3[CH2:33][CH2:34][CH2:35][CH2:36][O:31]3)[N:16]=2)[CH2:13][CH2:14]1. The catalyst class is: 7. (8) Reactant: [OH:1][CH2:2][CH2:3][CH:4]1[CH2:9][CH2:8][C:7](=[O:10])[CH2:6][CH2:5]1.N1C=CN=C1.[C:16]([Si:20](Cl)([CH3:22])[CH3:21])([CH3:19])([CH3:18])[CH3:17]. Product: [C:16]([Si:20]([CH3:22])([CH3:21])[O:1][CH2:2][CH2:3][CH:4]1[CH2:9][CH2:8][C:7](=[O:10])[CH2:6][CH2:5]1)([CH3:19])([CH3:18])[CH3:17]. The catalyst class is: 9. (9) Reactant: [CH3:13][C:12]([O:11][C:9](O[C:9]([O:11][C:12]([CH3:15])([CH3:14])[CH3:13])=[O:10])=[O:10])([CH3:15])[CH3:14].[NH2:16][CH2:17][C@H:18]1[CH2:23][CH2:22][C@H:21]([C:24]([OH:26])=[O:25])[CH2:20][CH2:19]1.C(=O)(O)[O-].[Na+].Cl. Product: [C:12]([O:11][C:9]([NH:16][CH2:17][C@H:18]1[CH2:19][CH2:20][C@H:21]([C:24]([OH:26])=[O:25])[CH2:22][CH2:23]1)=[O:10])([CH3:13])([CH3:14])[CH3:15]. The catalyst class is: 6. (10) Reactant: [CH3:1][O:2][C:3](=[O:14])[C:4]1[CH:9]=[C:8]([NH2:10])[CH:7]=[CH:6][C:5]=1[N+:11]([O-:13])=[O:12].CO[C:17](=O)[C:18]1C=C(N2CCCCC2)C=C[C:19]=1N.N1CCCCC1.S(=O)(=O)(O)O.[BH4-].[Na+]. Product: [CH3:1][O:2][C:3](=[O:14])[C:4]1[CH:9]=[C:8]([NH:10][CH2:17][CH2:18][CH3:19])[CH:7]=[CH:6][C:5]=1[N+:11]([O-:13])=[O:12]. The catalyst class is: 1.